From a dataset of Reaction yield outcomes from USPTO patents with 853,638 reactions. Predict the reaction yield, written as a fraction of the theoretical maximum amount of product (1.0 means a 100% yield; for example, 0.34 means a 34% yield). (1) The reactants are FC1C=C(C)C=CC=1[N+]([O-])=O.[CH:12]([O:15][C:16]1[CH:22]=[C:21]([CH3:23])[CH:20]=[CH:19][C:17]=1[NH2:18])([CH3:14])[CH3:13].[NH2:24][C:25]1[S:26][CH:27]=[CH:28][N:29]=1.C[CH:31]([OH:33])C. No catalyst specified. The product is [CH:12]([O:15][C:16]1[CH:22]=[C:21]([CH3:23])[CH:20]=[CH:19][C:17]=1[NH:18][C:31]([NH:24][C:25]1[S:26][CH:27]=[CH:28][N:29]=1)=[O:33])([CH3:14])[CH3:13]. The yield is 0.620. (2) The reactants are [Cl-].O[NH3+:3].[C:4](=[O:7])([O-])[OH:5].[Na+].CS(C)=O.[O:13]1[C:17]2[CH:18]=[CH:19][C:20]([C:22]3[C:27](=[O:28])[N:26]([CH2:29][C:30]4[CH:35]=[CH:34][C:33]([C:36]5[C:37]([C:42]#[N:43])=[CH:38][CH:39]=[CH:40][CH:41]=5)=[CH:32][CH:31]=4)[C:25]([CH2:44][CH2:45][CH3:46])=[N:24][C:23]=3[CH2:47][CH3:48])=[CH:21][C:16]=2[CH2:15][CH2:14]1. The product is [O:13]1[C:17]2[CH:18]=[CH:19][C:20]([C:22]3[C:27](=[O:28])[N:26]([CH2:29][C:30]4[CH:35]=[CH:34][C:33]([C:36]5[CH:41]=[CH:40][CH:39]=[CH:38][C:37]=5[C:42]5[NH:3][C:4](=[O:7])[O:5][N:43]=5)=[CH:32][CH:31]=4)[C:25]([CH2:44][CH2:45][CH3:46])=[N:24][C:23]=3[CH2:47][CH3:48])=[CH:21][C:16]=2[CH2:15][CH2:14]1. The catalyst is O. The yield is 0.650.